Dataset: Catalyst prediction with 721,799 reactions and 888 catalyst types from USPTO. Task: Predict which catalyst facilitates the given reaction. Reactant: C(N(S(F)(F)[F:7])CC)C.[F:10][C:11]1[CH:16]=[CH:15][C:14]([C:17]2[C:26]([CH:27](O)[C:28]3[CH:33]=[CH:32][C:31]([C:34]([F:37])([F:36])[F:35])=[CH:30][CH:29]=3)=[C:25]([CH:39]([CH3:41])[CH3:40])[CH:24]=[C:23]3[C:18]=2[C:19](=[O:44])[CH2:20][C:21]([CH3:43])([CH3:42])[O:22]3)=[CH:13][CH:12]=1.O. Product: [F:10][C:11]1[CH:16]=[CH:15][C:14]([C:17]2[C:26]([CH:27]([F:7])[C:28]3[CH:33]=[CH:32][C:31]([C:34]([F:35])([F:37])[F:36])=[CH:30][CH:29]=3)=[C:25]([CH:39]([CH3:41])[CH3:40])[CH:24]=[C:23]3[C:18]=2[C:19](=[O:44])[CH2:20][C:21]([CH3:42])([CH3:43])[O:22]3)=[CH:13][CH:12]=1. The catalyst class is: 4.